From a dataset of Reaction yield outcomes from USPTO patents with 853,638 reactions. Predict the reaction yield, written as a fraction of the theoretical maximum amount of product (1.0 means a 100% yield; for example, 0.34 means a 34% yield). (1) The reactants are Br[C:2]1[CH:7]=[CH:6][N:5]=[C:4]([NH:8][C:9]([CH3:16])([CH2:11][C:12]([CH3:15])([CH3:14])[CH3:13])[CH3:10])[CH:3]=1.[N-:17]=[N+]=[N-].[Na+].CN(C)CCN. The catalyst is CS(C)=O.C(OCC)(=O)C.[Cl-].[NH4+].[Cu]I. The product is [CH3:10][C:9]([NH:8][C:4]1[CH:3]=[C:2]([NH2:17])[CH:7]=[CH:6][N:5]=1)([CH2:11][C:12]([CH3:15])([CH3:14])[CH3:13])[CH3:16]. The yield is 0.340. (2) The reactants are C(O)=O.[Cl:4][C:5]1[C:6]([C:17]2[N:21]([CH3:22])[C:20]3[CH:23]=[CH:24][CH:25]=[CH:26][C:19]=3[N:18]=2)=[N:7][C:8]([N:11]2[CH2:16][CH2:15][NH:14][CH2:13][CH2:12]2)=[CH:9][CH:10]=1.[S:27](Cl)([CH3:30])(=[O:29])=[O:28].CCN(C(C)C)C(C)C. The catalyst is C(Cl)Cl. The product is [Cl:4][C:5]1[C:6]([C:17]2[N:21]([CH3:22])[C:20]3[CH:23]=[CH:24][CH:25]=[CH:26][C:19]=3[N:18]=2)=[N:7][C:8]([N:11]2[CH2:12][CH2:13][N:14]([S:27]([CH3:30])(=[O:29])=[O:28])[CH2:15][CH2:16]2)=[CH:9][CH:10]=1. The yield is 0.250. (3) The reactants are [C:1](#[N:3])[CH3:2].[CH2:4]([C@@H:6]1[O:8][CH2:7]1)Cl.[C:9]1([S:15](N)(=[O:17])=[O:16])[CH:14]=[CH:13][CH:12]=[CH:11][CH:10]=1.[C:19](=O)([O-])[O-:20].[Cs+].[Cs+]. The catalyst is O. The product is [O:20]1[CH2:19][CH:2]1[CH2:1][N:3]([CH2:4][CH:6]1[CH2:7][O:8]1)[S:15]([C:9]1[CH:14]=[CH:13][CH:12]=[CH:11][CH:10]=1)(=[O:17])=[O:16]. The yield is 0.430. (4) The reactants are [Cl:1][C:2]1[CH:7]=[CH:6][C:5]([CH2:8][CH:9]([C:11]2[CH:16]=[CH:15][C:14]([O:17][C:18]3[CH:23]=[CH:22][C:21]([Cl:24])=[CH:20][CH:19]=3)=[CH:13][N:12]=2)[OH:10])=[C:4]([F:25])[CH:3]=1.CC(OI1(OC(C)=O)(OC(C)=O)OC(=O)C2C=CC=CC1=2)=O. The catalyst is C(Cl)Cl. The product is [Cl:1][C:2]1[CH:7]=[CH:6][C:5]([CH2:8][C:9]([C:11]2[CH:16]=[CH:15][C:14]([O:17][C:18]3[CH:23]=[CH:22][C:21]([Cl:24])=[CH:20][CH:19]=3)=[CH:13][N:12]=2)=[O:10])=[C:4]([F:25])[CH:3]=1. The yield is 0.920. (5) The reactants are [CH:1]1([C:4]2[CH:5]=[C:6]([N:13]3[C:17](=[O:18])[NH:16][N:15]=[N:14]3)[CH:7]=[C:8]([N+:10]([O-:12])=[O:11])[CH:9]=2)[CH2:3][CH2:2]1.[CH3:19]N(C=O)C.C([O-])([O-])=O.[K+].[K+].IC. The catalyst is O.ClCCl. The product is [CH:1]1([C:4]2[CH:5]=[C:6]([N:13]3[C:17](=[O:18])[N:16]([CH3:19])[N:15]=[N:14]3)[CH:7]=[C:8]([N+:10]([O-:12])=[O:11])[CH:9]=2)[CH2:3][CH2:2]1. The yield is 0.710. (6) The reactants are [Cl:1][C:2]1[CH:3]=[C:4]2[C:9](=[CH:10][C:11]=1[O:12][C:13]1[CH:21]=[CH:20][C:16]([C:17](O)=[O:18])=[CH:15][CH:14]=1)[O:8][CH2:7][CH2:6][CH:5]2[C:22]([O:24][CH2:25][CH3:26])=[O:23].C(Cl)(=O)C(Cl)=O.[Br:33][C:34]1[CH:35]=[C:36]([CH:38]=[CH:39][C:40]=1[F:41])[NH2:37].C(N(CC)CC)C. The catalyst is ClCCCl.ClCCl.CN(C=O)C. The product is [Br:33][C:34]1[CH:35]=[C:36]([NH:37][C:17]([C:16]2[CH:20]=[CH:21][C:13]([O:12][C:11]3[CH:10]=[C:9]4[C:4]([CH:5]([C:22]([O:24][CH2:25][CH3:26])=[O:23])[CH2:6][CH2:7][O:8]4)=[CH:3][C:2]=3[Cl:1])=[CH:14][CH:15]=2)=[O:18])[CH:38]=[CH:39][C:40]=1[F:41]. The yield is 0.850.